The task is: Predict the reactants needed to synthesize the given product.. This data is from Full USPTO retrosynthesis dataset with 1.9M reactions from patents (1976-2016). (1) Given the product [CH2:16]([C:13]1[N:12]=[C:3]2[C:2]([NH2:22])=[N:11][C:10]3[C:5](=[CH:6][CH:7]=[CH:8][CH:9]=3)[N:4]2[CH:14]=1)[CH:17]([CH3:19])[CH3:18], predict the reactants needed to synthesize it. The reactants are: Cl[C:2]1[C:3]([NH:12][CH:13]([CH2:16][CH:17]([CH3:19])[CH3:18])[CH2:14]O)=[N:4][C:5]2[C:10]([N:11]=1)=[CH:9][CH:8]=[CH:7][CH:6]=2.C([N:22](CC)CC)C.O. (2) The reactants are: [NH2:1][C:2]1[CH:7]=[CH:6][C:5]([CH2:8][CH2:9][OH:10])=[CH:4][CH:3]=1.C(N(CC)C(C)C)(C)C.[C:20](O[C:20]([O:22][C:23]([CH3:26])([CH3:25])[CH3:24])=[O:21])([O:22][C:23]([CH3:26])([CH3:25])[CH3:24])=[O:21]. Given the product [OH:10][CH2:9][CH2:8][C:5]1[CH:6]=[CH:7][C:2]([NH:1][C:20](=[O:21])[O:22][C:23]([CH3:26])([CH3:25])[CH3:24])=[CH:3][CH:4]=1, predict the reactants needed to synthesize it. (3) Given the product [F:29][C:12]([F:11])([F:28])[C:13]([NH:15][C@H:16]1[C:25]2[C:20](=[CH:21][CH:22]=[C:23]([F:26])[CH:24]=2)[C@H:19]([OH:27])[CH2:18][CH2:17]1)=[O:14], predict the reactants needed to synthesize it. The reactants are: C(N(CC)CC)C.C(O)=O.[F:11][C:12]([F:29])([F:28])[C:13]([NH:15][C@H:16]1[C:25]2[C:20](=[CH:21][CH:22]=[C:23]([F:26])[CH:24]=2)[C:19](=[O:27])[CH2:18][CH2:17]1)=[O:14]. (4) The reactants are: [NH2:1][C:2]1[CH:3]=[C:4]([CH:7]=[CH:8][C:9]=1[NH2:10])[C:5]#[N:6].[Cl:11][C:12]1[CH:16]=[CH:15][S:14][C:13]=1[C:17](Cl)=[O:18]. Given the product [C:5]([C:4]1[CH:7]=[CH:8][C:9]([NH:10][C:17]([C:13]2[S:14][CH:15]=[CH:16][C:12]=2[Cl:11])=[O:18])=[C:2]([NH:1][C:17]([C:13]2[S:14][CH:15]=[CH:16][C:12]=2[Cl:11])=[O:18])[CH:3]=1)#[N:6], predict the reactants needed to synthesize it. (5) Given the product [F:26][C:23]1[CH:24]=[CH:25][C:20]([C@:13]2([CH2:16][CH2:17][CH2:18][OH:19])[O:12][C:11](=[O:27])[N:10]([C@H:8]([C:5]3[CH:6]=[CH:7][C:2]([C:33]4[CH:32]=[N:31][C:30]([C:29]([F:40])([F:39])[F:28])=[CH:35][CH:34]=4)=[CH:3][CH:4]=3)[CH3:9])[CH2:15][CH2:14]2)=[CH:21][CH:22]=1, predict the reactants needed to synthesize it. The reactants are: Br[C:2]1[CH:7]=[CH:6][C:5]([C@@H:8]([N:10]2[CH2:15][CH2:14][C@@:13]([C:20]3[CH:25]=[CH:24][C:23]([F:26])=[CH:22][CH:21]=3)([CH2:16][CH2:17][CH2:18][OH:19])[O:12][C:11]2=[O:27])[CH3:9])=[CH:4][CH:3]=1.[F:28][C:29]([F:40])([F:39])[C:30]1[C:35](B(O)O)=[CH:34][CH:33]=[CH:32][N:31]=1.